Predict the reaction yield, written as a fraction of the theoretical maximum amount of product (1.0 means a 100% yield; for example, 0.34 means a 34% yield). From a dataset of Reaction yield outcomes from USPTO patents with 853,638 reactions. The reactants are [CH2:1]([NH2:4])[C:2]#[CH:3].[CH3:5][C:6]([O:9][C:10](O[C:10]([O:9][C:6]([CH3:8])([CH3:7])[CH3:5])=[O:11])=[O:11])([CH3:8])[CH3:7]. The catalyst is C(Cl)Cl. The product is [CH2:1]([NH:4][C:10](=[O:11])[O:9][C:6]([CH3:8])([CH3:7])[CH3:5])[C:2]#[CH:3]. The yield is 0.900.